Dataset: Forward reaction prediction with 1.9M reactions from USPTO patents (1976-2016). Task: Predict the product of the given reaction. (1) The product is: [Cl:21][C:22]1[CH:23]=[CH:24][C:25]([O:33][CH2:2][C:3]([N:5]2[CH2:10][C@H:9]([CH3:11])[N:8]([CH2:12][C:13]3[CH:18]=[CH:17][C:16]([F:19])=[CH:15][CH:14]=3)[CH2:7][C@H:6]2[CH3:20])=[O:4])=[C:26]([S:28]([NH:31][CH3:32])(=[O:29])=[O:30])[CH:27]=1. Given the reactants Cl[CH2:2][C:3]([N:5]1[CH2:10][C@H:9]([CH3:11])[N:8]([CH2:12][C:13]2[CH:18]=[CH:17][C:16]([F:19])=[CH:15][CH:14]=2)[CH2:7][C@H:6]1[CH3:20])=[O:4].[Cl:21][C:22]1[CH:23]=[CH:24][C:25]([OH:33])=[C:26]([S:28]([NH:31][CH3:32])(=[O:30])=[O:29])[CH:27]=1.C(=O)([O-])[O-].[K+].[K+].[I-].[K+], predict the reaction product. (2) Given the reactants [Br:1][C:2]1[CH:7]=[CH:6][C:5]([C:8]2[O:9][C:10]([CH3:20])=[C:11]([CH2:13][CH2:14]OS(C)(=O)=O)[N:12]=2)=[CH:4][CH:3]=1.C(=O)([O-])[O-].[K+].[K+].[NH:27]1[CH2:31][CH2:30][C@H:29]([OH:32])[CH2:28]1.CC1C=CC(S([O-])(=O)=O)=CC=1, predict the reaction product. The product is: [Br:1][C:2]1[CH:7]=[CH:6][C:5]([C:8]2[O:9][C:10]([CH3:20])=[C:11]([CH2:13][CH2:14][N:27]3[CH2:31][CH2:30][C@H:29]([OH:32])[CH2:28]3)[N:12]=2)=[CH:4][CH:3]=1.